This data is from Catalyst prediction with 721,799 reactions and 888 catalyst types from USPTO. The task is: Predict which catalyst facilitates the given reaction. Reactant: [CH3:1][C:2]1[O:3][C:4]2[C:9]([C:10](=[O:12])[CH:11]=1)=[CH:8][CH:7]=[CH:6][C:5]=2[CH:13]=O.O=[C:16]([CH3:27])[CH2:17][C:18]([O:20][CH:21]([CH3:26])[C:22]([F:25])([F:24])[F:23])=[O:19].[NH2:28]/[C:29](/[CH3:33])=[CH:30]\[C:31]#[N:32].C(O)(=O)C. Product: [C:31]([C:30]1[CH:13]([C:5]2[CH:6]=[CH:7][CH:8]=[C:9]3[C:4]=2[O:3][C:2]([CH3:1])=[CH:11][C:10]3=[O:12])[C:17]([C:18]([O:20][CH:21]([CH3:26])[C:22]([F:25])([F:24])[F:23])=[O:19])=[C:16]([CH3:27])[NH:28][C:29]=1[CH3:33])#[N:32]. The catalyst class is: 41.